From a dataset of NCI-60 drug combinations with 297,098 pairs across 59 cell lines. Regression. Given two drug SMILES strings and cell line genomic features, predict the synergy score measuring deviation from expected non-interaction effect. Drug 1: C1=NC2=C(N1)C(=S)N=C(N2)N. Drug 2: CCC1(C2=C(COC1=O)C(=O)N3CC4=CC5=C(C=CC(=C5CN(C)C)O)N=C4C3=C2)O.Cl. Cell line: OVCAR-8. Synergy scores: CSS=20.5, Synergy_ZIP=-8.97, Synergy_Bliss=-5.88, Synergy_Loewe=-8.92, Synergy_HSA=-3.29.